Dataset: Full USPTO retrosynthesis dataset with 1.9M reactions from patents (1976-2016). Task: Predict the reactants needed to synthesize the given product. (1) Given the product [CH3:1][O:2][C:3]1[CH:11]=[C:7]2[C:6]([C:12]([C:13]3[CH:14]=[CH:15][C:16]([C:19]4[N:20]=[N:21][N:22]([CH3:24])[N:23]=4)=[CH:17][CH:18]=3)=[N:27][NH:28][C:8]2=[O:10])=[CH:5][CH:4]=1, predict the reactants needed to synthesize it. The reactants are: [CH3:1][O:2][C:3]1[CH:4]=[CH:5][C:6]([C:12](=O)[C:13]2[CH:18]=[CH:17][C:16]([C:19]3[N:20]=[N:21][N:22]([CH3:24])[N:23]=3)=[CH:15][CH:14]=2)=[C:7]([CH:11]=1)[C:8]([OH:10])=O.O.[NH2:27][NH2:28]. (2) Given the product [CH2:23]([O:1][C:2]1[CH:14]=[CH:13][C:5]([C:6]([C:8]([O:10][CH2:11][CH3:12])=[O:9])=[O:7])=[CH:4][CH:3]=1)[CH:22]=[CH2:21], predict the reactants needed to synthesize it. The reactants are: [OH:1][C:2]1[CH:14]=[CH:13][C:5]([C:6]([C:8]([O:10][CH2:11][CH3:12])=[O:9])=[O:7])=[CH:4][CH:3]=1.C([O-])([O-])=O.[K+].[K+].[CH2:21](Br)[CH:22]=[CH2:23]. (3) Given the product [F:1][C:2]1[C:15]2[C:14](=[O:16])[C:13]3[C:8](=[CH:9][CH:10]=[CH:11][CH:12]=3)[S:7][C:6]=2[C:5]([O:17][CH:41]([O:43][CH2:44][CH2:45][O:46][CH2:47][CH2:48][O:49][C:50](=[O:53])[CH:51]=[CH2:52])[CH3:42])=[CH:4][CH:3]=1, predict the reactants needed to synthesize it. The reactants are: [F:1][C:2]1[C:15]2[C:14](=[O:16])[C:13]3[C:8](=[CH:9][CH:10]=[CH:11][CH:12]=3)[S:7][C:6]=2[C:5]([OH:17])=[CH:4][CH:3]=1.C(C1C=C(C)C=C(C(C)(C)C)C=1O)(C)(C)C.FC(F)(F)C(O)=O.[CH:41]([O:43][CH2:44][CH2:45][O:46][CH2:47][CH2:48][O:49][C:50](=[O:53])[CH:51]=[CH2:52])=[CH2:42].